The task is: Predict the product of the given reaction.. This data is from Forward reaction prediction with 1.9M reactions from USPTO patents (1976-2016). (1) Given the reactants [N+:1]([C:4]1[CH:5]=[CH:6][C:7]2[NH:8][C:9]3[C:14]([C:15]=2[CH:16]=1)=[CH:13][CH:12]=[CH:11][CH:10]=3)([O-:3])=[O:2].[H-].[Na+].[CH:19](Br)([CH3:21])[CH3:20], predict the reaction product. The product is: [N+:1]([C:4]1[CH:5]=[CH:6][C:7]2[N:8]([CH:19]([CH3:21])[CH3:20])[C:9]3[C:14]([C:15]=2[CH:16]=1)=[CH:13][CH:12]=[CH:11][CH:10]=3)([O-:3])=[O:2]. (2) Given the reactants Cl[C:2]1[C:11]2[C:6](=[CH:7][C:8]([O:12][CH3:13])=[CH:9][CH:10]=2)[N:5]=[C:4]([N:14]2[CH:18]=[CH:17][C:16]([NH:19][CH:20]([CH3:22])[CH3:21])=[N:15]2)[CH:3]=1.O.C([O-])(=[O:26])C.[Na+], predict the reaction product. The product is: [OH:26][C:2]1[C:11]2[C:6](=[CH:7][C:8]([O:12][CH3:13])=[CH:9][CH:10]=2)[N:5]=[C:4]([N:14]2[CH:18]=[CH:17][C:16]([NH:19][CH:20]([CH3:22])[CH3:21])=[N:15]2)[CH:3]=1.